The task is: Predict which catalyst facilitates the given reaction.. This data is from Catalyst prediction with 721,799 reactions and 888 catalyst types from USPTO. (1) Reactant: [C:1]1([CH2:7][C:8](Cl)=[S:9])[CH:6]=[CH:5][CH:4]=[CH:3][CH:2]=1.[NH4+:11].[Cl-]. Product: [C:1]1([CH2:7][C:8]([NH2:11])=[S:9])[CH:6]=[CH:5][CH:4]=[CH:3][CH:2]=1. The catalyst class is: 4. (2) Reactant: [C:1]([O:5][C@@H:6]([C:12]1[C:37]([CH3:38])=[CH:36][C:15]2[N:16]=[C:17]([C:19]3[CH:24]=[CH:23][N:22]=[C:21]([C:25]4[CH:26]=[C:27]5[CH:33]=[C:32]([CH3:34])[N:31]([CH3:35])[C:28]5=[N:29][CH:30]=4)[CH:20]=3)[S:18][C:14]=2[C:13]=1[C:39]1[CH:44]=[CH:43][C:42]([Cl:45])=[CH:41][CH:40]=1)[C:7]([O:9]CC)=[O:8])([CH3:4])([CH3:3])[CH3:2].[OH-].[Na+]. Product: [C:1]([O:5][C@@H:6]([C:12]1[C:37]([CH3:38])=[CH:36][C:15]2[N:16]=[C:17]([C:19]3[CH:24]=[CH:23][N:22]=[C:21]([C:25]4[CH:26]=[C:27]5[CH:33]=[C:32]([CH3:34])[N:31]([CH3:35])[C:28]5=[N:29][CH:30]=4)[CH:20]=3)[S:18][C:14]=2[C:13]=1[C:39]1[CH:40]=[CH:41][C:42]([Cl:45])=[CH:43][CH:44]=1)[C:7]([OH:9])=[O:8])([CH3:4])([CH3:2])[CH3:3]. The catalyst class is: 36. (3) Reactant: [F:1][C:2]([F:7])([F:6])[C:3]([OH:5])=[O:4].[C:8]1([CH:14]([C:52]2[CH:57]=[CH:56][CH:55]=[CH:54][CH:53]=2)[CH2:15][NH:16][C:17]2[N:25]=[C:24]([N:26]3[CH2:30][CH2:29][C@@H:28]([NH:31][C:32]([NH:34][C@@H:35]4[CH2:39][CH2:38][NH:37][CH2:36]4)=[O:33])[CH2:27]3)[N:23]=[C:22]3[C:18]=2[N:19]=[CH:20][N:21]3[C@@H:40]2[CH2:44][C@H:43]([NH:45][C:46](=[O:49])[CH2:47][CH3:48])[C@@H:42]([OH:50])[C@H:41]2[OH:51])[CH:13]=[CH:12][CH:11]=[CH:10][CH:9]=1.CCN(C(C)C)C(C)C.[C:67](Cl)(=[O:77])[C:68]1[CH:76]=[CH:75][C:71]([C:72](Cl)=[O:73])=[CH:70][CH:69]=1. Product: [C:3]([OH:5])([C:2]([F:7])([F:6])[F:1])=[O:4].[F:1][C:2]([F:7])([F:6])[C:3]([OH:5])=[O:4].[OH:51][C@@H:41]1[C@H:42]([OH:50])[C@@H:43]([NH:45][C:46](=[O:49])[CH2:47][CH3:48])[CH2:44][C@H:40]1[N:21]1[CH:20]=[N:19][C:18]2[C:22]1=[N:23][C:24]([N:26]1[CH2:30][CH2:29][C@@H:28]([NH:31][C:32](=[O:33])[NH:34][C@@H:35]3[CH2:39][CH2:38][N:37]([C:67]([C:68]4[CH:76]=[CH:75][C:71]([C:72]([OH:4])=[O:73])=[CH:70][CH:69]=4)=[O:77])[CH2:36]3)[CH2:27]1)=[N:25][C:17]=2[NH:16][CH2:15][CH:14]([C:52]1[CH:53]=[CH:54][CH:55]=[CH:56][CH:57]=1)[C:8]1[CH:13]=[CH:12][CH:11]=[CH:10][CH:9]=1. The catalyst class is: 37. (4) Reactant: [C:1]([O:5][C:6]([N:8]1[CH:12]([CH2:13][O:14][Si:15]([C:28]([CH3:31])([CH3:30])[CH3:29])([C:22]2[CH:27]=[CH:26][CH:25]=[CH:24][CH:23]=2)[C:16]2[CH:21]=[CH:20][CH:19]=[CH:18][CH:17]=2)[CH2:11][CH2:10][C:9]1=[O:32])=[O:7])([CH3:4])([CH3:3])[CH3:2].CC(C[AlH]CC(C)C)C. Product: [C:1]([O:5][C:6]([N:8]1[C@H:12]([CH2:13][O:14][Si:15]([C:28]([CH3:31])([CH3:30])[CH3:29])([C:16]2[CH:17]=[CH:18][CH:19]=[CH:20][CH:21]=2)[C:22]2[CH:27]=[CH:26][CH:25]=[CH:24][CH:23]=2)[CH2:11][CH2:10][CH:9]1[OH:32])=[O:7])([CH3:4])([CH3:2])[CH3:3]. The catalyst class is: 2. (5) Reactant: COC(=O)[CH2:4][N:5]1[CH2:33][CH2:32][C:8]2([S:12][C:11]([C:13]3[NH:14][C:15]4[C:20]([CH:21]=3)=[CH:19][CH:18]=[CH:17][C:16]=4[N:22]([CH3:31])[S:23]([C:26]3[S:27][CH:28]=[CH:29][CH:30]=3)(=[O:25])=[O:24])=[N:10][CH2:9]2)[CH2:7][CH2:6]1.[CH3:35][Li].C([O:39][CH2:40][CH3:41])C.[Cl-].[NH4+]. Product: [OH:39][C:40]([CH3:41])([CH3:35])[CH2:4][N:5]1[CH2:33][CH2:32][C:8]2([S:12][C:11]([C:13]3[NH:14][C:15]4[C:20]([CH:21]=3)=[CH:19][CH:18]=[CH:17][C:16]=4[N:22]([CH3:31])[S:23]([C:26]3[S:27][CH:28]=[CH:29][CH:30]=3)(=[O:25])=[O:24])=[N:10][CH2:9]2)[CH2:7][CH2:6]1. The catalyst class is: 7. (6) Reactant: [CH:1]1([NH:4][C:5]([C:7]2[C:15]3[CH:14]=[C:13]([C:16]4[C:21]([Cl:22])=[CH:20][N:19]=[C:18](Cl)[N:17]=4)[S:12][C:11]=3[CH:10]=[CH:9][CH:8]=2)=[O:6])[CH2:3][CH2:2]1.[CH2:24]([O:31][C:32]([N:34]1[CH2:38][CH2:37][CH:36]([CH2:39][CH2:40][NH2:41])[CH2:35]1)=[O:33])[C:25]1[CH:30]=[CH:29][CH:28]=[CH:27][CH:26]=1.C(N(CC)CC)C. Product: [CH2:24]([O:31][C:32]([N:34]1[CH2:38][CH2:37][CH:36]([CH2:39][CH2:40][NH:41][C:18]2[N:17]=[C:16]([C:13]3[S:12][C:11]4[CH:10]=[CH:9][CH:8]=[C:7]([C:5](=[O:6])[NH:4][CH:1]5[CH2:3][CH2:2]5)[C:15]=4[CH:14]=3)[C:21]([Cl:22])=[CH:20][N:19]=2)[CH2:35]1)=[O:33])[C:25]1[CH:30]=[CH:29][CH:28]=[CH:27][CH:26]=1. The catalyst class is: 12.